Dataset: Peptide-MHC class II binding affinity with 134,281 pairs from IEDB. Task: Regression. Given a peptide amino acid sequence and an MHC pseudo amino acid sequence, predict their binding affinity value. This is MHC class II binding data. (1) The peptide sequence is NAVSLCILTINAVASKK. The MHC is DRB1_1301 with pseudo-sequence DRB1_1301. The binding affinity (normalized) is 0.633. (2) The peptide sequence is GDLVVKALGALEDDE. The MHC is DRB1_0101 with pseudo-sequence DRB1_0101. The binding affinity (normalized) is 0.705. (3) The MHC is DRB1_1602 with pseudo-sequence DRB1_1602. The peptide sequence is KLRSAGELELQFRRV. The binding affinity (normalized) is 0.325. (4) The binding affinity (normalized) is 0.0645. The peptide sequence is AVIRGKKGAGGITIK. The MHC is HLA-DQA10501-DQB10201 with pseudo-sequence HLA-DQA10501-DQB10201. (5) The peptide sequence is CISMIGLCACVVDVW. The MHC is DRB1_0101 with pseudo-sequence DRB1_0101. The binding affinity (normalized) is 0.415. (6) The peptide sequence is KNWMTETLLVQNANPDCKTI. The MHC is DRB4_0101 with pseudo-sequence DRB4_0103. The binding affinity (normalized) is 0.580. (7) The peptide sequence is EPQGSTYAASSATSVD. The MHC is DRB1_1201 with pseudo-sequence DRB1_1201. The binding affinity (normalized) is 0. (8) The peptide sequence is PADKYKTLEAAFTVS. The MHC is HLA-DQA10501-DQB10201 with pseudo-sequence HLA-DQA10501-DQB10201. The binding affinity (normalized) is 0.307. (9) The peptide sequence is RLEFDEFVTLAAKFI. The MHC is DRB1_1001 with pseudo-sequence DRB1_1001. The binding affinity (normalized) is 0.554. (10) The peptide sequence is VNPIEGEPYVQGQLD. The MHC is DRB1_1501 with pseudo-sequence DRB1_1501. The binding affinity (normalized) is 0.328.